This data is from Full USPTO retrosynthesis dataset with 1.9M reactions from patents (1976-2016). The task is: Predict the reactants needed to synthesize the given product. (1) Given the product [Cl:1][C:2]1[CH:7]=[C:6]([Cl:8])[CH:5]=[CH:4][C:3]=1[C:9]1[CH:10]=[C:11]2[C@@H:21]3[CH2:22][NH:23][CH2:24][CH2:25][C@@H:20]3[N:13]3[CH2:14][CH2:15][N:16]([CH3:19])[C:17]([CH:18]=1)=[C:12]23, predict the reactants needed to synthesize it. The reactants are: [Cl:1][C:2]1[CH:7]=[C:6]([Cl:8])[CH:5]=[CH:4][C:3]=1[C:9]1[CH:10]=[C:11]2[C@@H:21]3[CH2:22][N:23](C(OC(C)(C)C)=O)[CH2:24][CH2:25][C@@H:20]3[N:13]3[CH2:14][CH2:15][N:16]([CH3:19])[C:17]([CH:18]=1)=[C:12]23.[OH-].[Na+]. (2) The reactants are: [F:1][C:2]1[CH:11]=[CH:10][C:5]([C:6]([O:8]C)=O)=[C:4]([OH:12])[CH:3]=1.[CH:13]1([NH2:16])[CH2:15][CH2:14]1.[N+](C1C=C(C=CC=1)O[CH2:24][C@@H:25]1[CH2:27][O:26]1)([O-])=O.C(=O)([O-])[O-].[Cs+].[Cs+]. Given the product [CH:13]1([NH:16][C:6](=[O:8])[C:5]2[CH:10]=[CH:11][C:2]([F:1])=[CH:3][C:4]=2[O:12][CH2:24][C@@H:25]2[CH2:27][O:26]2)[CH2:15][CH2:14]1, predict the reactants needed to synthesize it. (3) The reactants are: CO[CH:3]=[CH:4][C:5](=[O:7])[CH3:6].[CH3:8][C:9]1[CH:10]=[C:11]([CH:14]=[CH:15][CH:16]=1)[CH2:12][NH2:13]. Given the product [C:9]1([CH3:8])[CH:16]=[CH:15][CH:14]=[C:11]([CH2:12][NH:13][CH:3]=[CH:4][C:5](=[O:7])[CH3:6])[CH:10]=1, predict the reactants needed to synthesize it. (4) Given the product [F:1][C:2]1[CH:3]=[C:4]([C:9]2([CH2:32][O:33][CH3:36])[CH2:14][CH2:13][CH2:12][N:11]3[C:15]([C:18]4[CH:23]=[CH:22][C:21]([C:24]5[O:28][C:27]([CH3:29])=[N:26][CH:25]=5)=[C:20]([O:30][CH3:31])[CH:19]=4)=[N:16][N:17]=[C:10]23)[CH:5]=[CH:6][C:7]=1[F:8], predict the reactants needed to synthesize it. The reactants are: [F:1][C:2]1[CH:3]=[C:4]([C:9]2([CH2:32][OH:33])[CH2:14][CH2:13][CH2:12][N:11]3[C:15]([C:18]4[CH:23]=[CH:22][C:21]([C:24]5[O:28][C:27]([CH3:29])=[N:26][CH:25]=5)=[C:20]([O:30][CH3:31])[CH:19]=4)=[N:16][N:17]=[C:10]23)[CH:5]=[CH:6][C:7]=1[F:8].[H-].[Na+].[CH3:36]I.[Cl-].[NH4+]. (5) Given the product [CH3:1][C:2]1[C:3]([C:7](=[O:9])[CH3:8])=[CH:4][S:5][CH:6]=1, predict the reactants needed to synthesize it. The reactants are: [CH3:1][C:2]1[C:3]([CH:7]([OH:9])[CH3:8])=[CH:4][S:5][CH:6]=1.[Cr](Cl)([O-])(=O)=O.[NH+]1C=CC=CC=1. (6) Given the product [NH2:14][C:15]1[N:16]=[CH:17][C:18]([B:29]2[O:46][C:43]([CH3:45])([CH3:44])[C:40]([CH3:42])([CH3:41])[O:39]2)=[CH:19][N:20]=1, predict the reactants needed to synthesize it. The reactants are: C(=[N:14][C:15]1[N:20]=[CH:19][C:18](Br)=[CH:17][N:16]=1)(C1C=CC=CC=1)C1C=CC=CC=1.C([Li])CCC.CO[B:29](OC)OC.S(=O)(=O)(O)O.[OH:39][C:40]([C:43]([OH:46])([CH3:45])[CH3:44])([CH3:42])[CH3:41].[OH-].[Na+]. (7) Given the product [N:5]1[CH:6]=[CH:7][C:2]([NH:1][C:12]2[N:13]=[CH:14][C:15]3[CH:21]=[C:20]([C:22]4[CH:23]=[C:24]([O:30][CH3:31])[CH:25]=[C:26]([O:28][CH3:29])[CH:27]=4)[C:19](=[O:32])[N:18]([CH2:33][CH3:34])[C:16]=3[N:17]=2)=[CH:3][CH:4]=1, predict the reactants needed to synthesize it. The reactants are: [NH2:1][C:2]1[CH:7]=[CH:6][N:5]=[CH:4][CH:3]=1.[H-].[Na+].CS[C:12]1[N:13]=[CH:14][C:15]2[CH:21]=[C:20]([C:22]3[CH:27]=[C:26]([O:28][CH3:29])[CH:25]=[C:24]([O:30][CH3:31])[CH:23]=3)[C:19](=[O:32])[N:18]([CH2:33][CH3:34])[C:16]=2[N:17]=1.